This data is from Reaction yield outcomes from USPTO patents with 853,638 reactions. The task is: Predict the reaction yield, written as a fraction of the theoretical maximum amount of product (1.0 means a 100% yield; for example, 0.34 means a 34% yield). (1) The reactants are [CH2:1]([O:8][C:9]1[CH:14]=[CH:13][N:12]([C:15]2[CH:16]=[CH:17][C:18]3[C:19]4[CH2:28][NH:27][CH2:26][CH2:25][C:20]=4[N:21]([CH3:24])[C:22]=3[CH:23]=2)[C:11](=[O:29])[CH:10]=1)[C:2]1[CH:7]=[CH:6][CH:5]=[CH:4][CH:3]=1.[Cl:30][CH2:31][C:32](Cl)=[O:33]. The catalyst is C(Cl)Cl.C([O-])(O)=O.[Na+]. The product is [CH2:1]([O:8][C:9]1[CH:14]=[CH:13][N:12]([C:15]2[CH:16]=[CH:17][C:18]3[C:19]4[CH2:28][N:27]([C:32](=[O:33])[CH2:31][Cl:30])[CH2:26][CH2:25][C:20]=4[N:21]([CH3:24])[C:22]=3[CH:23]=2)[C:11](=[O:29])[CH:10]=1)[C:2]1[CH:3]=[CH:4][CH:5]=[CH:6][CH:7]=1. The yield is 0.970. (2) The reactants are [Br:1][C:2]1[CH:3]=[CH:4][C:5]([F:29])=[C:6]([C@:8]2([CH3:28])[C@@H:13]([CH2:14][CH2:15][CH2:16][OH:17])[S:12](=[O:19])(=[O:18])[CH2:11][C:10]([NH:20][C:21](=[O:27])[O:22][C:23]([CH3:26])([CH3:25])[CH3:24])=[N:9]2)[CH:7]=1.N1C=CC=CC=1.[CH3:36][S:37](Cl)(=[O:39])=[O:38]. The catalyst is C(Cl)Cl. The product is [CH3:36][S:37]([O:17][CH2:16][CH2:15][CH2:14][C@@H:13]1[C@:8]([C:6]2[CH:7]=[C:2]([Br:1])[CH:3]=[CH:4][C:5]=2[F:29])([CH3:28])[N:9]=[C:10]([NH:20][C:21]([O:22][C:23]([CH3:24])([CH3:25])[CH3:26])=[O:27])[CH2:11][S:12]1(=[O:18])=[O:19])(=[O:39])=[O:38]. The yield is 1.00. (3) The product is [CH3:1][O:2][C:3](=[O:28])[CH2:4][N:5]1[C:11](=[O:12])[C@@H:10]([NH:13][C:14](=[O:23])[CH2:15][CH2:16][C:17]2[CH:18]=[CH:19][CH:20]=[CH:21][CH:22]=2)[CH2:9][N:8]([CH2:34][C:35]2[CH:40]=[CH:39][CH:38]=[CH:37][CH:36]=2)[C:7]2[CH:24]=[CH:25][CH:26]=[CH:27][C:6]1=2. The reactants are [CH3:1][O:2][C:3](=[O:28])[CH2:4][N:5]1[C:11](=[O:12])[C@@H:10]([NH:13][C:14](=[O:23])[CH2:15][CH2:16][C:17]2[CH:22]=[CH:21][CH:20]=[CH:19][CH:18]=2)[CH2:9][NH:8][C:7]2[CH:24]=[CH:25][CH:26]=[CH:27][C:6]1=2.C(=O)([O-])[O-].[Ca+2].[CH2:34](Br)[C:35]1[CH:40]=[CH:39][CH:38]=[CH:37][CH:36]=1.CN(C)C=O. The catalyst is C(OCC)(=O)C. The yield is 0.750.